From a dataset of Reaction yield outcomes from USPTO patents with 853,638 reactions. Predict the reaction yield, written as a fraction of the theoretical maximum amount of product (1.0 means a 100% yield; for example, 0.34 means a 34% yield). (1) The reactants are [Br:1][C:2]1[CH:3]=[C:4]([CH:6]=[CH:7][CH:8]=1)[NH2:5].Cl.[C:10](OCC)(=[O:12])C. The catalyst is C(OCC)C. The product is [Br:1][C:2]1[CH:3]=[C:4]([N:5]=[C:10]=[O:12])[CH:6]=[CH:7][CH:8]=1. The yield is 0.870. (2) The reactants are [F:1][C:2]1[CH:3]=[C:4]([C:12]2[C:13]([CH3:50])([CH3:49])[C@H:14]3[C@:27]([CH3:30])([CH2:28][CH:29]=2)[C@@H:26]2[C@:17]([CH3:48])([C@@:18]4([CH3:47])[C@H:23]([CH2:24][CH2:25]2)[C@H:22]2[C@H:31]([C:34]([CH3:36])=[CH2:35])[CH2:32][CH2:33][C@:21]2([C:37]([O:39]CC2C=CC=CC=2)=[O:38])[CH2:20][CH2:19]4)[CH2:16][CH2:15]3)[CH:5]=[CH:6][C:7]=1[C:8]([O:10][CH3:11])=[O:9].C([SiH](C)C)(C)(C)C.CCCC[N+](CCCC)(CCCC)CCCC.[F-]. The yield is 0.950. The catalyst is ClCCCl.O1CCOCC1.Cl.C([O-])(=O)C.[Pd+2].C([O-])(=O)C. The product is [F:1][C:2]1[CH:3]=[C:4]([C:12]2[C:13]([CH3:50])([CH3:49])[C@H:14]3[C@:27]([CH3:30])([CH2:28][CH:29]=2)[C@@H:26]2[C@:17]([CH3:48])([C@@:18]4([CH3:47])[C@H:23]([CH2:24][CH2:25]2)[C@H:22]2[C@H:31]([C:34]([CH3:36])=[CH2:35])[CH2:32][CH2:33][C@:21]2([C:37]([OH:39])=[O:38])[CH2:20][CH2:19]4)[CH2:16][CH2:15]3)[CH:5]=[CH:6][C:7]=1[C:8]([O:10][CH3:11])=[O:9]. (3) The reactants are [C:1]12(O)[CH2:9][CH:5]([C:6]1([CH3:8])[CH3:7])[CH2:4][CH2:3][C:2]2([OH:11])[CH3:10].[CH3:13][CH:14]([CH3:19])[CH2:15][B:16](O)[OH:17]. The catalyst is C(OCC)C. The product is [CH3:13][CH:14]([CH3:19])[CH2:15][B:16]1[O:17][C@@H:3]2[CH2:4][C@@H:5]3[CH2:9][C@H:1]([C@:2]2([CH3:10])[O:11]1)[C:6]3([CH3:8])[CH3:7]. The yield is 0.940. (4) The reactants are C[O:2][C:3]([C@@H:5]1[CH2:9][C@@H:8]([OH:10])[CH2:7][N:6]1[C:11](=[O:28])[C@@H:12]([NH:20][C:21]([O:23][C:24]([CH3:27])([CH3:26])[CH3:25])=[O:22])[CH2:13][CH2:14][CH2:15][CH2:16][CH2:17][CH:18]=[CH2:19])=[O:4].CO.O.[OH-].[Li+]. The catalyst is C1COCC1. The product is [C:24]([O:23][C:21]([NH:20][C@@H:12]([CH2:13][CH2:14][CH2:15][CH2:16][CH2:17][CH:18]=[CH2:19])[C:11]([N:6]1[CH2:7][C@H:8]([OH:10])[CH2:9][C@H:5]1[C:3]([OH:4])=[O:2])=[O:28])=[O:22])([CH3:27])([CH3:26])[CH3:25]. The yield is 0.960. (5) The reactants are [F:1][CH:2]([F:21])[O:3][C:4]1[CH:20]=[CH:19][C:7]2[N:8]=[C:9]([NH:11][C:12]([N:14]3[CH:18]=[CH:17]N=C3)=S)[S:10][C:6]=2[CH:5]=1.C([N:24]([CH2:27]C)CC)C.C(N=C=NC(C)C)(C)C.[C:38]1(C)C=[CH:42][CH:41]=[CH:40][CH:39]=1.CN(C)C=[O:48]. No catalyst specified. The product is [F:21][CH:2]([F:1])[O:3][C:4]1[CH:20]=[CH:19][C:7]2[N:8]=[C:9]([NH:11][C:12]3[O:48][C@:17]4([CH2:18][N:14]=3)[CH:40]3[CH2:41][CH2:42][N:24]([CH2:38][CH2:39]3)[CH2:27]4)[S:10][C:6]=2[CH:5]=1. The yield is 0.555.